From a dataset of Reaction yield outcomes from USPTO patents with 853,638 reactions. Predict the reaction yield, written as a fraction of the theoretical maximum amount of product (1.0 means a 100% yield; for example, 0.34 means a 34% yield). (1) The reactants are [C:1](=[O:4])([O-])[O-:2].[K+].[K+].CON=C1CN(C([C:17]2[CH:22]=[CH:21][C:20]([C:23]3[CH:28]=[CH:27][CH:26]=[CH:25][C:24]=3[CH3:29])=[CH:19][CH:18]=2)=O)[C@H](C(O)=O)C1.S(OC)(OC)=O. The catalyst is CC(C)=O. The product is [CH3:29][C:24]1[CH:25]=[CH:26][CH:27]=[CH:28][C:23]=1[C:20]1[CH:21]=[CH:22][C:17]([C:1]([OH:2])=[O:4])=[CH:18][CH:19]=1. The yield is 0.996. (2) The reactants are [CH:1]1(Br)[CH2:4][CH2:3][CH2:2]1.[Mg].[F:7][C:8]1[CH:15]=[CH:14][CH:13]=[CH:12][C:9]=1[C:10]#[N:11].[BH4-].[Na+]. The catalyst is O1CCCC1.CO. The product is [CH:1]1([CH:10]([NH2:11])[C:9]2[CH:12]=[CH:13][CH:14]=[CH:15][C:8]=2[F:7])[CH2:4][CH2:3][CH2:2]1. The yield is 0.0790. (3) The reactants are [Br:1][C:2]1[CH:7]=[C:6]([N+:8]([O-])=O)[CH:5]=[CH:4][C:3]=1[C:11]([CH3:16])([CH2:14][OH:15])[CH2:12]O.C(C=P(CCCC)(CCCC)CCCC)#N.O.O.[Sn](Cl)Cl. The catalyst is C1C=CC=CC=1. The product is [Br:1][C:2]1[CH:7]=[C:6]([CH:5]=[CH:4][C:3]=1[C:11]1([CH3:16])[CH2:14][O:15][CH2:12]1)[NH2:8]. The yield is 0.320. (4) The reactants are [NH2:1][C:2]([NH2:4])=[S:3].[F:5][C:6]1[CH:25]=[CH:24][C:9]([C:10]([NH:12][CH:13]([C:19](OCC)=[O:20])[C:14](OCC)=[O:15])=[O:11])=[CH:8][CH:7]=1.[Na]. The catalyst is C(O)C. The product is [OH:20][C:19]1[C:13]([NH:12][C:10](=[O:11])[C:9]2[CH:24]=[CH:25][C:6]([F:5])=[CH:7][CH:8]=2)=[C:14]([OH:15])[N:4]=[C:2]([SH:3])[N:1]=1. The yield is 0.410. (5) The product is [F:55][C:2]1([F:1])[CH2:3][CH2:4][CH:5]([C:8]2[C:17]3[C@@H:16]([OH:18])[CH2:15][C:14]([CH3:28])([CH3:29])[CH2:13][C:12]=3[N:11]=[C:10]([CH:30]3[CH2:31][CH2:32][N:33]([C:36]4[N:41]=[CH:40][C:39]([OH:42])=[CH:38][N:37]=4)[CH2:34][CH2:35]3)[C:9]=2[C@@H:43]([F:54])[C:44]2[CH:45]=[CH:46][C:47]([C:50]([F:51])([F:53])[F:52])=[CH:48][CH:49]=2)[CH2:6][CH2:7]1. The yield is 0.940. The reactants are [F:1][C:2]1([F:55])[CH2:7][CH2:6][CH:5]([C:8]2[C:17]3[C@@H:16]([O:18]CC4C=CC(OC)=CC=4)[CH2:15][C:14]([CH3:29])([CH3:28])[CH2:13][C:12]=3[N:11]=[C:10]([CH:30]3[CH2:35][CH2:34][N:33]([C:36]4[N:41]=[CH:40][C:39]([OH:42])=[CH:38][N:37]=4)[CH2:32][CH2:31]3)[C:9]=2[C@@H:43]([F:54])[C:44]2[CH:49]=[CH:48][C:47]([C:50]([F:53])([F:52])[F:51])=[CH:46][CH:45]=2)[CH2:4][CH2:3]1.Cl.C(=O)([O-])O.[Na+]. The catalyst is O1CCOCC1.